From a dataset of Full USPTO retrosynthesis dataset with 1.9M reactions from patents (1976-2016). Predict the reactants needed to synthesize the given product. (1) Given the product [CH3:6][CH:7]1[NH:12][CH2:11][CH2:10][N:9]([C:13]2[C:18]([O:19][CH3:20])=[C:17]3[N:21]([CH:29]4[CH2:31][CH2:30]4)[CH:22]=[C:23]([C:26]([OH:28])=[O:27])[C:24](=[O:25])[C:16]3=[CH:15][C:14]=2[F:32])[CH2:8]1, predict the reactants needed to synthesize it. The reactants are: C(#N)C.[OH-].[Na+].[CH3:6][CH:7]1[NH:12][CH2:11][CH2:10][N:9]([C:13]2[C:18]([O:19][CH3:20])=[C:17]3[N:21]([CH:29]4[CH2:31][CH2:30]4)[CH:22]=[C:23]([C:26]([OH:28])=[O:27])[C:24](=[O:25])[C:16]3=[CH:15][C:14]=2[F:32])[CH2:8]1.Cl. (2) The reactants are: [H-].[Na+].C1COCC1.[CH3:8][O:9][C:10]1[CH:15]=[CH:14][C:13]([CH2:16][OH:17])=[CH:12][CH:11]=1.Cl[CH2:19][C:20]1[CH:24]=[C:23]([CH3:25])[O:22][N:21]=1. Given the product [CH3:8][O:9][C:10]1[CH:15]=[CH:14][C:13]([CH2:16][O:17][CH2:19][C:20]2[CH:24]=[C:23]([CH3:25])[O:22][N:21]=2)=[CH:12][CH:11]=1, predict the reactants needed to synthesize it. (3) Given the product [S:1]1[C:5]2[CH:6]=[CH:7][CH:8]=[CH:9][C:4]=2[CH:3]=[C:2]1[C:14]1[CH:15]=[CH:16][C:17]([C:20]([NH2:22])=[O:21])=[N:18][CH:19]=1, predict the reactants needed to synthesize it. The reactants are: [S:1]1[C:5]2[CH:6]=[CH:7][CH:8]=[CH:9][C:4]=2[CH:3]=[C:2]1B(O)O.Br[C:14]1[CH:15]=[CH:16][C:17]([C:20]([NH2:22])=[O:21])=[N:18][CH:19]=1.C([O-])([O-])=O.[K+].[K+]. (4) Given the product [Br:12][C:13]1[CH:14]=[C:15]([CH2:16][CH2:17][NH:18][S:1]([C:4]2[CH:10]=[CH:9][C:7]([CH3:8])=[CH:6][CH:5]=2)(=[O:3])=[O:2])[CH:19]=[CH:20][CH:21]=1, predict the reactants needed to synthesize it. The reactants are: [S:1](Cl)([C:4]1[CH:10]=[CH:9][C:7]([CH3:8])=[CH:6][CH:5]=1)(=[O:3])=[O:2].[Br:12][C:13]1[CH:14]=[C:15]([CH:19]=[CH:20][CH:21]=1)[CH2:16][CH2:17][NH2:18].CCN(CC)CC.CO. (5) Given the product [Cl:19][C:6]1[CH:5]=[C:4]([NH:20][S:36]([C:35]2[N:34]3[C:30]([S:31][CH:32]=[CH:33]3)=[N:29][C:28]=2[Cl:27])(=[O:37])=[O:38])[CH:3]=[C:2]([Cl:1])[C:7]=1[S:8][C:9]1[CH:18]=[CH:17][C:16]2[C:11](=[CH:12][CH:13]=[CH:14][CH:15]=2)[CH:10]=1, predict the reactants needed to synthesize it. The reactants are: [Cl:1][C:2]1[CH:3]=[C:4]([NH2:20])[CH:5]=[C:6]([Cl:19])[C:7]=1[S:8][C:9]1[CH:18]=[CH:17][C:16]2[C:11](=[CH:12][CH:13]=[CH:14][CH:15]=2)[CH:10]=1.N1C=CC=CC=1.[Cl:27][C:28]1[N:29]=[C:30]2[N:34]([C:35]=1[S:36](Cl)(=[O:38])=[O:37])[CH:33]=[CH:32][S:31]2. (6) Given the product [CH3:17][O:18][CH2:19][CH2:20][O:21][C:4]1[CH:13]=[C:12]2[C:7]([C:8](=[O:16])[C:9]([C:14]#[N:15])=[CH:10][NH:11]2)=[CH:6][CH:5]=1, predict the reactants needed to synthesize it. The reactants are: [H-].[Na+].F[C:4]1[CH:13]=[C:12]2[C:7]([C:8]([OH:16])=[C:9]([C:14]#[N:15])[CH:10]=[N:11]2)=[CH:6][CH:5]=1.[CH3:17][O:18][CH2:19][CH2:20][OH:21].